This data is from Forward reaction prediction with 1.9M reactions from USPTO patents (1976-2016). The task is: Predict the product of the given reaction. (1) Given the reactants ClC1SN=C(SC)N=1.N1CCCC1.CS[C:16]1[N:20]=[C:19]([N:21]2[CH2:25][CH2:24][CH2:23][CH2:22]2)[S:18][N:17]=1.Cl[C:27]1C=CC=[C:29]([C:33](OO)=[O:34])[CH:28]=1.CS(C1N=C(N2CCCC2)SN=1)=O.CS(C1N=C(N2CCCC2)SN=1)(=O)=O.C(O)C#CC.[H-].[Na+], predict the reaction product. The product is: [CH2:33]([O:34][C:16]1[N:20]=[C:19]([N:21]2[CH2:25][CH2:24][CH2:23][CH2:22]2)[S:18][N:17]=1)[C:29]#[C:28][CH3:27]. (2) Given the reactants [NH2:1][C:2]([C:4]1[CH:23]=[CH:22][C:7]([O:8][C@H:9]2[CH2:14][CH2:13][CH2:12][N:11]([C:15]([O:17][C:18]([CH3:21])([CH3:20])[CH3:19])=[O:16])[CH2:10]2)=[C:6]([N+:24]([O-])=O)[CH:5]=1)=[O:3].[H][H], predict the reaction product. The product is: [NH2:24][C:6]1[CH:5]=[C:4]([C:2]([NH2:1])=[O:3])[CH:23]=[CH:22][C:7]=1[O:8][C@H:9]1[CH2:14][CH2:13][CH2:12][N:11]([C:15]([O:17][C:18]([CH3:21])([CH3:20])[CH3:19])=[O:16])[CH2:10]1. (3) Given the reactants [F:1][C:2]([F:24])([F:23])[CH:3]([C:5]1[C:15]2[O:14][CH2:13][CH2:12][N:11](C(OC(C)(C)C)=O)[CH2:10][C:9]=2[CH:8]=[CH:7][CH:6]=1)[CH3:4].C(OCC)(=O)C.[ClH:31], predict the reaction product. The product is: [ClH:31].[F:24][C:2]([F:1])([F:23])[CH:3]([C:5]1[C:15]2[O:14][CH2:13][CH2:12][NH:11][CH2:10][C:9]=2[CH:8]=[CH:7][CH:6]=1)[CH3:4]. (4) The product is: [C:25]([NH:24][C@@H:9]1[C:8]2[CH:28]=[C:4]([C:1]([NH:29][CH2:30][CH2:31][N:32]3[CH2:37][CH2:36][CH2:35][CH2:34][CH2:33]3)=[O:3])[CH:5]=[CH:6][C:7]=2[C:13]2[C:14]([O:22][CH3:23])=[C:15]([O:20][CH3:21])[C:16]([O:18][CH3:19])=[CH:17][C:12]=2[CH2:11][CH2:10]1)(=[O:27])[CH3:26]. Given the reactants [C:1]([C:4]1[CH:5]=[CH:6][C:7]2[C:13]3[C:14]([O:22][CH3:23])=[C:15]([O:20][CH3:21])[C:16]([O:18][CH3:19])=[CH:17][C:12]=3[CH2:11][CH2:10][C@H:9]([NH:24][C:25](=[O:27])[CH3:26])[C:8]=2[CH:28]=1)([OH:3])=O.[NH2:29][CH2:30][CH2:31][N:32]1[CH2:37][CH2:36][CH2:35][CH2:34][CH2:33]1, predict the reaction product. (5) Given the reactants [CH:1]1([CH2:6][OH:7])[CH2:5][CH2:4][CH2:3][CH2:2]1.[H-].[Na+].Cl[C:11]1[C:16]([S:17][C:18]2[CH:19]=[C:20]([NH:24][C:25](=[O:27])[CH3:26])[CH:21]=[CH:22][CH:23]=2)=[CH:15][N:14]=[C:13]([N:28]2[CH2:33][CH2:32][N:31]([CH3:34])[CH2:30][CH2:29]2)[N:12]=1.CO, predict the reaction product. The product is: [CH:1]1([CH2:6][O:7][C:15]2[C:16]([S:17][C:18]3[CH:19]=[C:20]([NH:24][C:25](=[O:27])[CH3:26])[CH:21]=[CH:22][CH:23]=3)=[CH:11][N:12]=[C:13]([N:28]3[CH2:33][CH2:32][N:31]([CH3:34])[CH2:30][CH2:29]3)[N:14]=2)[CH2:5][CH2:4][CH2:3][CH2:2]1. (6) Given the reactants [F:1][C:2]1[C:7]([CH3:8])=[CH:6][C:5]([OH:9])=[C:4]([CH3:10])[C:3]=1[NH:11][CH2:12][C:13]1[CH:18]=[C:17]([C:19]2[CH:24]=[CH:23][CH:22]=[C:21]([F:25])[CH:20]=2)[CH:16]=[CH:15][C:14]=1[F:26].C([O-])([O-])=O.[Cs+].[Cs+].Br[CH2:34][C:35]([O:37][CH:38]([CH3:40])[CH3:39])=[O:36].O, predict the reaction product. The product is: [F:1][C:2]1[C:7]([CH3:8])=[CH:6][C:5]([O:9][CH2:34][C:35]([O:37][CH:38]([CH3:40])[CH3:39])=[O:36])=[C:4]([CH3:10])[C:3]=1[NH:11][CH2:12][C:13]1[CH:18]=[C:17]([C:19]2[CH:24]=[CH:23][CH:22]=[C:21]([F:25])[CH:20]=2)[CH:16]=[CH:15][C:14]=1[F:26]. (7) Given the reactants [Cl:1][C:2]1[CH:3]=[CH:4][C:5]([OH:13])=[C:6]([CH:12]=1)[C:7]([N:9]([CH3:11])[CH3:10])=O.[H-].[Al+3].[Li+].[H-].[H-].[H-].O, predict the reaction product. The product is: [Cl:1][C:2]1[CH:3]=[CH:4][C:5]([OH:13])=[C:6]([CH2:7][N:9]([CH3:11])[CH3:10])[CH:12]=1.